From a dataset of Forward reaction prediction with 1.9M reactions from USPTO patents (1976-2016). Predict the product of the given reaction. (1) Given the reactants [CH3:1][C:2]1[CH:7]=[CH:6][C:5]([C:8]2[O:12][N:11]=[CH:10][C:9]=2[C:13]([OH:15])=O)=[CH:4][CH:3]=1.CN(C(ON1N=NC2C=CC=CC1=2)=[N+](C)C)C.[B-](F)(F)(F)F.C(N(C(C)C)C(C)C)C.Cl.[NH:48]1[CH2:53][CH2:52][CH2:51][CH:50]([C:54]([OH:57])([CH3:56])[CH3:55])[CH2:49]1, predict the reaction product. The product is: [CH3:1][C:2]1[CH:3]=[CH:4][C:5]([C:8]2[O:12][N:11]=[CH:10][C:9]=2[C:13]([N:48]2[CH2:53][CH2:52][CH2:51][CH:50]([C:54]([OH:57])([CH3:56])[CH3:55])[CH2:49]2)=[O:15])=[CH:6][CH:7]=1. (2) Given the reactants CC1(C)N([O])C(C)(C)CCC1.P([O-])([O-])(O)=O.[Na+].[Na+].[CH:19]1([C:22]2[CH:27]=[CH:26][C:25]([CH2:28][CH2:29][CH2:30][CH2:31][OH:32])=[CH:24][CH:23]=2)[CH2:21][CH2:20]1.Cl([O-])=[O:34].[Na+].ClO.[OH-].[Na+].S([O-])([O-])=O.[Na+].[Na+], predict the reaction product. The product is: [CH:19]1([C:22]2[CH:23]=[CH:24][C:25]([CH2:28][CH2:29][CH2:30][C:31]([OH:34])=[O:32])=[CH:26][CH:27]=2)[CH2:21][CH2:20]1.